Dataset: Forward reaction prediction with 1.9M reactions from USPTO patents (1976-2016). Task: Predict the product of the given reaction. Given the reactants C(Cl)Cl.[OH:4][CH2:5][CH2:6][CH2:7][CH2:8]/[CH:9]=[C:10](\[CH3:16])/[C:11]([O:13][CH2:14][CH3:15])=[O:12].N1C=CN=C1.[Si:22](Cl)([C:25]([CH3:28])([CH3:27])[CH3:26])([CH3:24])[CH3:23], predict the reaction product. The product is: [O:4]([CH2:5][CH2:6][CH2:7][CH2:8]/[CH:9]=[C:10](\[CH3:16])/[C:11]([O:13][CH2:14][CH3:15])=[O:12])[Si:22]([C:25]([CH3:28])([CH3:27])[CH3:26])([CH3:24])[CH3:23].